This data is from TCR-epitope binding with 47,182 pairs between 192 epitopes and 23,139 TCRs. The task is: Binary Classification. Given a T-cell receptor sequence (or CDR3 region) and an epitope sequence, predict whether binding occurs between them. (1) The epitope is LEPLVDLPI. The TCR CDR3 sequence is CASSLVGGTDEKLFF. Result: 0 (the TCR does not bind to the epitope). (2) The epitope is LLFNKVTLA. The TCR CDR3 sequence is CASRPGQGSHEQFF. Result: 0 (the TCR does not bind to the epitope). (3) The epitope is EIYKRWII. The TCR CDR3 sequence is CASSLDSRGAFF. Result: 1 (the TCR binds to the epitope). (4) The epitope is RPRGEVRFL. The TCR CDR3 sequence is CASSDSYRGSYNEQFF. Result: 1 (the TCR binds to the epitope). (5) The TCR CDR3 sequence is CASSSFSANEKLFF. Result: 1 (the TCR binds to the epitope). The epitope is GILGFVFTL. (6) The epitope is TSNQVAVLY. The TCR CDR3 sequence is CASSQTLNEQFF. Result: 0 (the TCR does not bind to the epitope).